This data is from NCI-60 drug combinations with 297,098 pairs across 59 cell lines. The task is: Regression. Given two drug SMILES strings and cell line genomic features, predict the synergy score measuring deviation from expected non-interaction effect. Drug 1: C1=NC2=C(N=C(N=C2N1C3C(C(C(O3)CO)O)F)Cl)N. Drug 2: CC1C(C(CC(O1)OC2CC(CC3=C2C(=C4C(=C3O)C(=O)C5=CC=CC=C5C4=O)O)(C(=O)C)O)N)O. Cell line: TK-10. Synergy scores: CSS=53.4, Synergy_ZIP=-1.67, Synergy_Bliss=-1.56, Synergy_Loewe=0.453, Synergy_HSA=1.34.